The task is: Predict which catalyst facilitates the given reaction.. This data is from Catalyst prediction with 721,799 reactions and 888 catalyst types from USPTO. (1) Reactant: F[C:2]1[CH:7]=[CH:6][C:5]([S:8]([NH:11][C@@H:12]([C:16]([O:18][C:19]([CH3:22])([CH3:21])[CH3:20])=[O:17])[CH:13]([CH3:15])[CH3:14])(=[O:10])=[O:9])=[CH:4][CH:3]=1.[CH3:23][C:24]1[CH:29]=[CH:28][CH:27]=[C:26]([SH:30])[CH:25]=1.C([O-])([O-])=O.[K+].[K+]. Product: [CH3:23][C:24]1[CH:25]=[C:26]([S:30][C:2]2[CH:7]=[CH:6][C:5]([S:8]([NH:11][C@@H:12]([C:16]([O:18][C:19]([CH3:22])([CH3:21])[CH3:20])=[O:17])[CH:13]([CH3:15])[CH3:14])(=[O:10])=[O:9])=[CH:4][CH:3]=2)[CH:27]=[CH:28][CH:29]=1. The catalyst class is: 3. (2) Reactant: [F:1][C:2]([F:19])([F:18])[CH:3]([CH:12]1[CH2:17][CH2:16][NH:15][CH2:14][CH2:13]1)[O:4][Si:5]([CH2:10][CH3:11])([CH2:8][CH3:9])[CH2:6][CH3:7].C(N(CC)CC)C.[C:27](Cl)(=[O:30])[CH2:28][CH3:29].C(=O)(O)[O-].[Na+]. Product: [C:27]([N:15]1[CH2:16][CH2:17][CH:12]([CH:3]([O:4][Si:5]([CH2:8][CH3:9])([CH2:6][CH3:7])[CH2:10][CH3:11])[C:2]([F:18])([F:1])[F:19])[CH2:13][CH2:14]1)(=[O:30])[CH2:28][CH3:29]. The catalyst class is: 4. (3) Reactant: [CH2:1]([O:3][C:4]([C@@H:6]1[CH2:10][CH:9]([O:11][Si:12]([C:15]([CH3:18])([CH3:17])[CH3:16])([CH3:14])[CH3:13])[CH2:8][C@H:7]1[CH2:19]OS(C1C=CC(C)=CC=1)(=O)=O)=[O:5])[CH3:2].[F:31][C:32]1[CH:37]=[CH:36][C:35]([CH:38]2[CH2:43][CH2:42][NH:41][CH2:40][CH2:39]2)=[CH:34][CH:33]=1.[I-].[Na+].C(N(CC)CC)C. Product: [CH2:1]([O:3][C:4]([C@@H:6]1[CH2:10][C@@H:9]([O:11][Si:12]([C:15]([CH3:16])([CH3:17])[CH3:18])([CH3:14])[CH3:13])[CH2:8][C@H:7]1[CH2:19][N:41]1[CH2:42][CH2:43][CH:38]([C:35]2[CH:34]=[CH:33][C:32]([F:31])=[CH:37][CH:36]=2)[CH2:39][CH2:40]1)=[O:5])[CH3:2]. The catalyst class is: 9. (4) Reactant: C(OC([N:8]1[CH2:13][CH2:12][N:11]([C:14]2[C:30]([C:31](=[O:42])[NH:32][C:33]3[CH:41]=[C:40]4[C:36]([CH:37]=[N:38][NH:39]4)=[CH:35][CH:34]=3)=[CH:29][C:17]3[N:18]=[C:19]([NH:21][C:22]4[C:27]([CH3:28])=[CH:26][CH:25]=[CH:24][N:23]=4)[NH:20][C:16]=3[CH:15]=2)[CH2:10][CH2:9]1)=O)(C)(C)C.Cl. Product: [NH:39]1[C:40]2[C:36](=[CH:35][CH:34]=[C:33]([NH:32][C:31]([C:30]3[C:14]([N:11]4[CH2:12][CH2:13][NH:8][CH2:9][CH2:10]4)=[CH:15][C:16]4[NH:20][C:19]([NH:21][C:22]5[C:27]([CH3:28])=[CH:26][CH:25]=[CH:24][N:23]=5)=[N:18][C:17]=4[CH:29]=3)=[O:42])[CH:41]=2)[CH:37]=[N:38]1. The catalyst class is: 12. (5) Reactant: CC1(C)CCCC(C)(C)N1.C([Li])CCC.[Br:16][C:17]1[CH:22]=[CH:21][C:20]([F:23])=[C:19]([F:24])[CH:18]=1.CN(C)[CH:27]=[O:28]. Product: [Br:16][C:17]1[C:18]([CH:27]=[O:28])=[C:19]([F:24])[C:20]([F:23])=[CH:21][CH:22]=1. The catalyst class is: 7. (6) Reactant: [F:1][C:2]([F:7])([F:6])[C:3](O)=O.FC(F)(F)C(O)=O.FC(F)(F)C(O)=O.[CH:22]([C@:25]1([C:31]([N:33]2[CH2:38][CH2:37][N:36]([C:39]3[CH:40]=[N:41][CH:42]=C(C(F)(F)F)[CH:44]=3)[CH2:35][CH2:34]2)=[O:32])[CH2:29][CH2:28][C@@H:27]([NH2:30])[CH2:26]1)([CH3:24])[CH3:23].[CH3:49][O:50][CH:51]1[C:56](=O)[CH2:55][CH2:54][O:53][CH2:52]1.C(N(CC)CC)C.C(O[BH-](OC(=O)C)OC(=O)C)(=O)C.[Na+]. Product: [CH:22]([C@:25]1([C:31]([N:33]2[CH2:34][CH2:35][N:36]([C:39]3[CH:40]=[N:41][CH:42]=[C:3]([C:2]([F:7])([F:6])[F:1])[CH:44]=3)[CH2:37][CH2:38]2)=[O:32])[CH2:29][CH2:28][C@@H:27]([NH:30][CH:56]2[CH2:55][CH2:54][O:53][CH2:52][CH:51]2[O:50][CH3:49])[CH2:26]1)([CH3:24])[CH3:23]. The catalyst class is: 91.